From a dataset of Forward reaction prediction with 1.9M reactions from USPTO patents (1976-2016). Predict the product of the given reaction. (1) The product is: [CH3:1][C:2]1([CH3:24])[S:6][C@H:5]2[N:4]([C:8](=[O:9])[C@H:7]2[NH:10][C:11](=[O:12])[CH2:13][O:14][C:15]2[CH:16]=[CH:17][CH:18]=[CH:19][CH:20]=2)[C@H:3]1[C:21]([O:23][CH3:25])=[O:22]. Given the reactants [CH3:1][C:2]1([CH3:24])[S:6][C@@H:5]2[C@H:7]([NH:10][C:11]([CH2:13][O:14][C:15]3[CH:16]=[CH:17][CH:18]=[CH:19][CH:20]=3)=[O:12])[C:8](=[O:9])[N:4]2[C@H:3]1[C:21]([OH:23])=[O:22].[CH3:25]I, predict the reaction product. (2) Given the reactants [Ce:1].[CH2:2]([OH:88])[C@H:3]1[O:8][C@@H:7]2[O:9][C@H:10]3[C@H:15]([OH:16])[C@@H:14]([OH:17])[C@@H:13]([O:18][C@H:19]4[C@H:24]([OH:25])[C@@H:23]([OH:26])[C@@H:22]([O:27][C@H:28]5[C@H:33]([OH:34])[C@@H:32]([OH:35])[CH:31]([O:36][CH:37]6[C@H:42]([OH:43])[C@@H:41]([OH:44])[CH:40]([CH:45]7[C@H:50]([OH:51])[C@@H:49]([OH:52])[CH:48]([O:53][C@H:54]8[C@H:59]([OH:60])[C@@H:58]([OH:61])[C@@H:57]([O:62][C@H:63]9[C@H:69]([OH:70])[C@@H:68]([OH:71])[C@@H:66]([O:67][C@H:4]1[C@H:5]([OH:87])[C@H:6]2[OH:86])[O:65][C@@H:64]9[CH2:72][OH:73])[O:56][C@@H:55]8[CH2:74][OH:75])[O:47][C@@H:46]7[CH2:76][OH:77])[O:39][C@@H:38]6[CH2:78][OH:79])[O:30][C@@H:29]5[CH2:80][OH:81])[O:21][C@@H:20]4[CH2:82][OH:83])[O:12][C@@H:11]3[CH2:84][OH:85], predict the reaction product. The product is: [CH2:2]([OH:88])[C@H:3]1[O:8][C@@H:7]2[O:9][C@H:10]3[C@H:15]([OH:16])[C@@H:14]([OH:17])[C@@H:13]([O:18][C@H:19]4[C@H:24]([OH:25])[C@@H:23]([OH:26])[C@@H:22]([O:27][C@H:28]5[C@H:33]([OH:34])[C@@H:32]([OH:35])[CH:31]([O:36][CH:37]6[C@H:42]([OH:43])[C@@H:41]([OH:44])[CH:40]([CH:45]7[C@H:50]([OH:51])[C@@H:49]([OH:52])[CH:48]([O:53][C@H:54]8[C@H:59]([OH:60])[C@@H:58]([OH:61])[C@@H:57]([O:62][C@H:63]9[C@H:69]([OH:70])[C@@H:68]([OH:71])[C@@H:66]([O:67][C@H:4]1[C@H:5]([OH:87])[C@H:6]2[OH:86])[O:65][C@@H:64]9[CH2:72][OH:73])[O:56][C@@H:55]8[CH2:74][OH:75])[O:47][C@@H:46]7[CH2:76][OH:77])[O:39][C@@H:38]6[CH2:78][OH:79])[O:30][C@@H:29]5[CH2:80][OH:81])[O:21][C@@H:20]4[CH2:82][OH:83])[O:12][C@@H:11]3[CH2:84][OH:85].[Ce:1].